Dataset: Full USPTO retrosynthesis dataset with 1.9M reactions from patents (1976-2016). Task: Predict the reactants needed to synthesize the given product. (1) Given the product [NH2:24][CH:25]([C:29]1[CH:34]=[CH:33][C:32]([F:35])=[CH:31][CH:30]=1)[C:26]([N:11]([C:5]1[CH:6]=[CH:7][C:8]([O:9][CH3:10])=[C:3]([O:2][CH3:1])[CH:4]=1)[CH2:12][CH2:13][C:14]1[CH:19]=[CH:18][C:17]([C:20]([F:22])([F:21])[F:23])=[CH:16][CH:15]=1)=[O:27], predict the reactants needed to synthesize it. The reactants are: [CH3:1][O:2][C:3]1[CH:4]=[C:5]([NH:11][CH2:12][CH2:13][C:14]2[CH:19]=[CH:18][C:17]([C:20]([F:23])([F:22])[F:21])=[CH:16][CH:15]=2)[CH:6]=[CH:7][C:8]=1[O:9][CH3:10].[NH2:24][CH:25]([C:29]1[CH:34]=[CH:33][C:32]([F:35])=[CH:31][CH:30]=1)[C:26](O)=[O:27]. (2) Given the product [ClH:24].[NH:8]1[CH2:13][CH2:12][CH2:11][CH2:10][CH:9]1[CH2:14][CH2:15][CH2:16][C:17]([O:19][CH3:20])=[O:18], predict the reactants needed to synthesize it. The reactants are: C(OC([N:8]1[CH2:13][CH2:12][CH2:11][CH2:10][CH:9]1[CH2:14][CH2:15][CH2:16][C:17]([O:19][CH3:20])=[O:18])=O)(C)(C)C.C([Cl:24])(=O)C. (3) Given the product [C:20]1([CH:7]([C:1]2[CH:2]=[CH:3][CH:4]=[CH:5][CH:6]=2)[CH2:8][CH2:9][NH:10][C:11]([C:12]2[CH:17]=[CH:16][C:15](=[O:18])[N:14]([CH2:27][CH2:28][O:29][CH2:30][CH3:31])[CH:13]=2)=[O:19])[CH:25]=[CH:24][CH:23]=[CH:22][CH:21]=1, predict the reactants needed to synthesize it. The reactants are: [C:1]1([CH:7]([C:20]2[CH:25]=[CH:24][CH:23]=[CH:22][CH:21]=2)[CH2:8][CH2:9][NH:10][C:11](=[O:19])[C:12]2[CH:17]=[CH:16][C:15]([OH:18])=[N:14][CH:13]=2)[CH:6]=[CH:5][CH:4]=[CH:3][CH:2]=1.Br[CH2:27][CH2:28][O:29][CH2:30][CH3:31].